Dataset: Forward reaction prediction with 1.9M reactions from USPTO patents (1976-2016). Task: Predict the product of the given reaction. (1) Given the reactants Cl.[OH:2][C:3]1[C:12]([CH3:13])=[C:11]2[C:6]([C:7](=[O:20])[C:8]([CH3:19])=[C:9]([C@H:14]3[CH2:18][CH2:17][CH2:16][NH:15]3)[O:10]2)=[CH:5][CH:4]=1.C(N(CC)CC)C.Br[CH2:29][CH2:30][O:31][CH:32]1[CH2:37][CH2:36][CH2:35][CH2:34][O:33]1, predict the reaction product. The product is: [OH:2][C:3]1[C:12]([CH3:13])=[C:11]2[C:6]([C:7](=[O:20])[C:8]([CH3:19])=[C:9]([C@H:14]3[CH2:18][CH2:17][CH2:16][N:15]3[CH2:29][CH2:30][O:31][CH:32]3[CH2:37][CH2:36][CH2:35][CH2:34][O:33]3)[O:10]2)=[CH:5][CH:4]=1. (2) The product is: [Br:11][C:12]1[CH:27]=[CH:26][C:15]2[C:16]3[N:17]=[C:18]([CH:24]=[O:25])[S:19][C:20]=3[CH2:21][CH2:22][O:23][C:14]=2[CH:13]=1. Given the reactants C(Cl)(=O)C(Cl)=O.CS(C)=O.[Br:11][C:12]1[CH:27]=[CH:26][C:15]2[C:16]3[N:17]=[C:18]([CH2:24][OH:25])[S:19][C:20]=3[CH2:21][CH2:22][O:23][C:14]=2[CH:13]=1.C(N(CC)CC)C, predict the reaction product. (3) Given the reactants C(OC([NH:8][CH2:9][CH2:10][NH:11][C@@H:12]([C:16]([O:18]C(C)(C)C)=[O:17])[CH:13]([CH3:15])[CH3:14])=O)(C)(C)C.[F:23][C:24]([F:29])([F:28])[C:25]([OH:27])=[O:26], predict the reaction product. The product is: [F:23][C:24]([F:29])([F:28])[C:25]([OH:27])=[O:26].[F:23][C:24]([F:29])([F:28])[C:25]([OH:27])=[O:26].[NH2:8][CH2:9][CH2:10][NH:11][C@@H:12]([C:16]([OH:18])=[O:17])[CH:13]([CH3:14])[CH3:15]. (4) Given the reactants C[O-].[Na+].[CH:4](OCC)=[O:5].[OH:9][C:10]1[CH:15]=[CH:14][C:13]([C:16](=[O:18])[CH3:17])=[C:12]([C:19]([F:22])([F:21])[F:20])[CH:11]=1, predict the reaction product. The product is: [OH:9][C:10]1[CH:15]=[CH:14][C:13]([C:16](=[O:18])[CH2:17][CH:4]=[O:5])=[C:12]([C:19]([F:20])([F:21])[F:22])[CH:11]=1.